This data is from Forward reaction prediction with 1.9M reactions from USPTO patents (1976-2016). The task is: Predict the product of the given reaction. (1) Given the reactants ClC1C(C(O)=O)=CC(C)=C2C=1C=CN2.[Cl:15][C:16]1[C:24]([C:25]([O:27]C)=[O:26])=[C:23]([Cl:29])[CH:22]=[C:21]2[C:17]=1[CH:18]=[CH:19][NH:20]2, predict the reaction product. The product is: [Cl:15][C:16]1[C:24]([C:25]([OH:27])=[O:26])=[C:23]([Cl:29])[CH:22]=[C:21]2[C:17]=1[CH:18]=[CH:19][NH:20]2. (2) The product is: [OH:12][CH2:11][C:9]1[CH:8]=[CH:7][N:6]=[C:5]([NH:4][C:1](=[O:3])[CH3:2])[CH:10]=1. Given the reactants [C:1]([NH:4][C:5]1[CH:10]=[C:9]([CH2:11][O:12]C(=O)C)[CH:8]=[CH:7][N:6]=1)(=[O:3])[CH3:2].[OH-].[NH4+], predict the reaction product. (3) Given the reactants I[C:2]1[CH:3]=[C:4]([CH:8]([O:18][CH:19]2[CH2:24][CH2:23][N:22]([CH3:25])[CH2:21][CH2:20]2)[C:9]2[S:10][C:11]3[CH:17]=[CH:16][CH:15]=[CH:14][C:12]=3[N:13]=2)[CH:5]=[CH:6][CH:7]=1.CC(N)([CH2:29][OH:30])C.[C:32](=[O:35])([O-:34])[O-].[K+].[K+].Cl.[NH:39]1[CH2:42][CH:41]([OH:43])[CH2:40]1, predict the reaction product. The product is: [S:10]1[C:11]2[CH:17]=[CH:16][CH:15]=[CH:14][C:12]=2[N:13]=[C:9]1[CH:8]([O:18][CH:19]1[CH2:24][CH2:23][N:22]([CH3:25])[CH2:21][CH2:20]1)[C:4]1[CH:3]=[C:2]([N:39]2[CH2:42][CH:41]([OH:43])[CH2:40]2)[CH:7]=[CH:6][CH:5]=1.[C:29]([O-:30])(=[O:18])[C:32]([O-:34])=[O:35]. (4) Given the reactants C(OC(=O)[NH:7][C@H:8]([C:10]1[CH:15]=[CH:14][C:13]([CH2:16][CH2:17][NH:18][C:19]2[N:24]=[C:23]([N:25]([CH3:38])[C:26]3[CH:31]=[CH:30][N:29]=[C:28]([C:32]4[CH:37]=[CH:36][CH:35]=[CH:34][CH:33]=4)[N:27]=3)[CH:22]=[CH:21][N:20]=2)=[CH:12][CH:11]=1)[CH3:9])(C)(C)C.Cl, predict the reaction product. The product is: [NH2:7][C@H:8]([C:10]1[CH:11]=[CH:12][C:13]([CH2:16][CH2:17][NH:18][C:19]2[N:24]=[C:23]([N:25]([CH3:38])[C:26]3[CH:31]=[CH:30][N:29]=[C:28]([C:32]4[CH:33]=[CH:34][CH:35]=[CH:36][CH:37]=4)[N:27]=3)[CH:22]=[CH:21][N:20]=2)=[CH:14][CH:15]=1)[CH3:9].